The task is: Predict the reactants needed to synthesize the given product.. This data is from Full USPTO retrosynthesis dataset with 1.9M reactions from patents (1976-2016). The reactants are: [Li+].C[Si]([N-][Si](C)(C)C)(C)C.[CH2:11]1COCC1.[Cl:16][C:17]1[CH:18]=[N:19][C:20]([N:23]2[CH2:28][CH2:27][CH:26]([CH:29]3[CH2:31][C:30]3([CH:34]=O)[C:32]#[N:33])[CH2:25][CH2:24]2)=[N:21][CH:22]=1. Given the product [Cl:16][C:17]1[CH:18]=[N:19][C:20]([N:23]2[CH2:28][CH2:27][CH:26]([CH:29]3[CH2:31][C:30]3([CH:34]=[CH2:11])[C:32]#[N:33])[CH2:25][CH2:24]2)=[N:21][CH:22]=1, predict the reactants needed to synthesize it.